This data is from NCI-60 drug combinations with 297,098 pairs across 59 cell lines. The task is: Regression. Given two drug SMILES strings and cell line genomic features, predict the synergy score measuring deviation from expected non-interaction effect. Synergy scores: CSS=44.1, Synergy_ZIP=1.95, Synergy_Bliss=2.81, Synergy_Loewe=-52.2, Synergy_HSA=4.27. Drug 2: CN(C(=O)NC(C=O)C(C(C(CO)O)O)O)N=O. Cell line: A549. Drug 1: C1=CC(=CC=C1CCC2=CNC3=C2C(=O)NC(=N3)N)C(=O)NC(CCC(=O)O)C(=O)O.